This data is from Catalyst prediction with 721,799 reactions and 888 catalyst types from USPTO. The task is: Predict which catalyst facilitates the given reaction. (1) Reactant: [Cl:1][C:2]1[N:3]([C:18]2[C:23]([F:24])=[CH:22][C:21]([F:25])=[CH:20][C:19]=2[Cl:26])[C:4]([C:8]([C:10]2[CH:15]=[CH:14][C:13]([F:16])=[CH:12][C:11]=2[F:17])=[O:9])=[C:5]([CH3:7])[N:6]=1.[CH3:27][Li]. Product: [Cl:1][C:2]1[N:3]([C:18]2[C:23]([F:24])=[CH:22][C:21]([F:25])=[CH:20][C:19]=2[Cl:26])[C:4]([C:8]([C:10]2[CH:15]=[CH:14][C:13]([F:16])=[CH:12][C:11]=2[F:17])([CH3:27])[OH:9])=[C:5]([CH3:7])[N:6]=1. The catalyst class is: 627. (2) Reactant: CN(OC)[C:3](=[O:12])[C:4]1[CH:9]=[CH:8][CH:7]=[C:6]([O:10][CH3:11])[CH:5]=1.[CH2:15]([Mg]Br)[CH3:16].Cl. Product: [CH3:11][O:10][C:6]1[CH:5]=[C:4]([C:3](=[O:12])[CH2:15][CH3:16])[CH:9]=[CH:8][CH:7]=1. The catalyst class is: 1. (3) Reactant: [Br:1][C:2]1[C:3]([CH3:7])=[N:4][NH:5][CH:6]=1.[C:8](O[C:8]([O:10][C:11]([CH3:14])([CH3:13])[CH3:12])=[O:9])([O:10][C:11]([CH3:14])([CH3:13])[CH3:12])=[O:9].C([O-])([O-])=O.[Na+].[Na+]. Product: [C:8]([N:5]1[CH:6]=[C:2]([Br:1])[C:3]([CH3:7])=[N:4]1)([O:10][C:11]([CH3:14])([CH3:13])[CH3:12])=[O:9]. The catalyst class is: 2. (4) Reactant: [F:1][C:2]1[CH:3]=[CH:4][C:5]([C:17]([O:19]C)=[O:18])=[C:6]([CH:8](C(OC)=O)[C:9]([O:11]C)=[O:10])[CH:7]=1. Product: [C:9]([CH2:8][C:6]1[CH:7]=[C:2]([F:1])[CH:3]=[CH:4][C:5]=1[C:17]([OH:19])=[O:18])([OH:11])=[O:10]. The catalyst class is: 33. (5) Reactant: [Br:1][C:2]1[CH:3]=[CH:4][C:5]([NH:19][CH2:20][C:21]2[CH:26]=[CH:25][C:24]([O:27][CH3:28])=[CH:23][C:22]=2[O:29][CH3:30])=[C:6]([CH:8]([C:10]2[CH:15]=[CH:14][CH:13]=[C:12]([O:16][CH3:17])[C:11]=2[Cl:18])[OH:9])[CH:7]=1.C(=O)([O-])O.[Na+].Cl/[C:37](=[CH:43]\[C:44]([O-])=[O:45])/[C:38]([O:40][CH2:41][CH3:42])=[O:39]. Product: [Br:1][C:2]1[CH:3]=[CH:4][C:5]2[N:19]([CH2:20][C:21]3[CH:26]=[CH:25][C:24]([O:27][CH3:28])=[CH:23][C:22]=3[O:29][CH3:30])[C:44](=[O:45])[C@@H:43]([CH2:37][C:38]([O:40][CH2:41][CH3:42])=[O:39])[O:9][C@H:8]([C:10]3[CH:15]=[CH:14][CH:13]=[C:12]([O:16][CH3:17])[C:11]=3[Cl:18])[C:6]=2[CH:7]=1. The catalyst class is: 2.